This data is from Reaction yield outcomes from USPTO patents with 853,638 reactions. The task is: Predict the reaction yield, written as a fraction of the theoretical maximum amount of product (1.0 means a 100% yield; for example, 0.34 means a 34% yield). (1) The reactants are [NH2:1][C:2](=O)[CH2:3][CH2:4][C:5]1[CH:9]=[C:8]([CH2:10][NH:11][C:12]([C:14]2[C:15](=[O:37])[N:16]([C:27]3[CH:32]=[CH:31][CH:30]=[C:29]([C:33]([F:36])([F:35])[F:34])[CH:28]=3)[C:17]([CH3:26])=[C:18]([C:20]3[N:24]([CH3:25])[N:23]=[CH:22][CH:21]=3)[CH:19]=2)=[O:13])[O:7][N:6]=1. The catalyst is C(Cl)Cl. The product is [C:2]([CH2:3][CH2:4][C:5]1[CH:9]=[C:8]([CH2:10][NH:11][C:12]([C:14]2[C:15](=[O:37])[N:16]([C:27]3[CH:32]=[CH:31][CH:30]=[C:29]([C:33]([F:35])([F:34])[F:36])[CH:28]=3)[C:17]([CH3:26])=[C:18]([C:20]3[N:24]([CH3:25])[N:23]=[CH:22][CH:21]=3)[CH:19]=2)=[O:13])[O:7][N:6]=1)#[N:1]. The yield is 0.750. (2) The reactants are Cl.[NH:2]([C:4]1[CH:13]=[CH:12][C:7]([C:8]([O:10][CH3:11])=[O:9])=[CH:6][CH:5]=1)[NH2:3].[CH:14]12[CH2:23][CH:18]3[CH2:19][CH:20]([CH2:22][CH:16]([CH2:17]3)[CH:15]1[NH:24][C:25](=[O:38])/[C:26](/[C:31]([CH:33]1[CH2:37][CH2:36][CH2:35][CH2:34]1)=O)=[CH:27]\N(C)C)[CH2:21]2. The catalyst is C(O)C.C(O)(=O)C. The product is [CH:16]12[CH2:17][CH:18]3[CH2:19][CH:20]([CH2:21][CH:14]([CH2:23]3)[CH:15]1[NH:24][C:25]([C:26]1[CH:27]=[N:3][N:2]([C:4]3[CH:5]=[CH:6][C:7]([C:8]([O:10][CH3:11])=[O:9])=[CH:12][CH:13]=3)[C:31]=1[CH:33]1[CH2:34][CH2:35][CH2:36][CH2:37]1)=[O:38])[CH2:22]2. The yield is 0.394. (3) The reactants are [CH:1]1([CH2:7][C@H:8]([N:12]2[CH2:16][C:15]([O:17][CH2:18][CH:19]3[O:24][C:23]4[CH:25]=[CH:26][CH:27]=[CH:28][C:22]=4[O:21][CH2:20]3)=[CH:14][C:13]2=[O:29])[C:9]([OH:11])=O)[CH2:6][CH2:5][CH2:4][CH2:3][CH2:2]1.CN(C)CCCN=C=NCC.ON1C2C=CC=CC=2N=N1.[NH2:51][C:52]1[CH:56]=[CH:55][N:54]([CH2:57][C:58]([CH3:61])([OH:60])[CH3:59])[N:53]=1. The catalyst is ClCCl. The product is [CH:1]1([CH2:7][C@H:8]([N:12]2[CH2:16][C:15]([O:17][CH2:18][CH:19]3[O:24][C:23]4[CH:25]=[CH:26][CH:27]=[CH:28][C:22]=4[O:21][CH2:20]3)=[CH:14][C:13]2=[O:29])[C:9]([NH:51][C:52]2[CH:56]=[CH:55][N:54]([CH2:57][C:58]([OH:60])([CH3:59])[CH3:61])[N:53]=2)=[O:11])[CH2:2][CH2:3][CH2:4][CH2:5][CH2:6]1. The yield is 0.240. (4) The reactants are [CH:1]([C:4]1[CH:9]=[CH:8][C:7]([CH:10]2[C:14]3[C:15]([CH3:21])=[CH:16][C:17]([CH3:20])=[C:18]([CH3:19])[C:13]=3[O:12][CH2:11]2)=[CH:6][CH:5]=1)([CH3:3])[CH3:2].C([O-])(=O)C.[Na+].[Br:27]Br.O. The catalyst is C(#N)C. The product is [Br:27][C:16]1[C:17]([CH3:20])=[C:18]([CH3:19])[C:13]2[O:12][CH2:11][CH:10]([C:7]3[CH:6]=[CH:5][C:4]([CH:1]([CH3:3])[CH3:2])=[CH:9][CH:8]=3)[C:14]=2[C:15]=1[CH3:21]. The yield is 0.990. (5) The reactants are [S:1]1[C:5]2[CH:6]=[C:7]([C:9](OCC)=[O:10])[NH:8][C:4]=2[N:3]=[CH:2]1.[H-].[Al+3].[Li+].[H-].[H-].[H-]. The catalyst is O1CCCC1. The product is [S:1]1[C:5]2[CH:6]=[C:7]([CH2:9][OH:10])[NH:8][C:4]=2[N:3]=[CH:2]1. The yield is 0.890. (6) The reactants are Cl[C:2]1[CH:7]=[CH:6][N:5]=[C:4]2[C:8]([C:11](=[O:29])[C:12]([N:14]3[CH2:19][CH2:18][C:17](=[C:20]([C:23]4[CH:28]=[CH:27][CH:26]=[CH:25][CH:24]=4)[C:21]#[N:22])[CH2:16][CH2:15]3)=[O:13])=[CH:9][NH:10][C:3]=12.C([Sn](CCCC)(CCCC)[C:35]1[S:36][CH:37]=[CH:38][N:39]=1)CCC.O1CCOCC1. The catalyst is CO.C1C=CC([P]([Pd]([P](C2C=CC=CC=2)(C2C=CC=CC=2)C2C=CC=CC=2)([P](C2C=CC=CC=2)(C2C=CC=CC=2)C2C=CC=CC=2)[P](C2C=CC=CC=2)(C2C=CC=CC=2)C2C=CC=CC=2)(C2C=CC=CC=2)C2C=CC=CC=2)=CC=1. The product is [O:29]=[C:11]([C:8]1[C:4]2=[N:5][CH:6]=[CH:7][C:2]([C:35]3[S:36][CH:37]=[CH:38][N:39]=3)=[C:3]2[NH:10][CH:9]=1)[C:12]([N:14]1[CH2:19][CH2:18][C:17](=[C:20]([C:23]2[CH:28]=[CH:27][CH:26]=[CH:25][CH:24]=2)[C:21]#[N:22])[CH2:16][CH2:15]1)=[O:13]. The yield is 0.190. (7) The reactants are [F:1][C:2]1[CH:3]=[C:4]([CH:8]=[CH:9][C:10]=1[N+:11]([O-:13])=[O:12])[C:5](O)=[O:6].C(Cl)(=O)C([Cl:17])=O.CN(C=O)C. The catalyst is C(Cl)Cl. The product is [F:1][C:2]1[CH:3]=[C:4]([CH:8]=[CH:9][C:10]=1[N+:11]([O-:13])=[O:12])[C:5]([Cl:17])=[O:6]. The yield is 1.00.